Dataset: Forward reaction prediction with 1.9M reactions from USPTO patents (1976-2016). Task: Predict the product of the given reaction. (1) Given the reactants [N:1]#[C:2][C@@H:3]([C:5]([O:7][CH2:8][CH3:9])=[O:6])[NH2:4].C(OCC)(OCC)OCC.[CH3:20]N.[C:22](#[N:24])C, predict the reaction product. The product is: [NH2:1][C:2]1[N:24]([CH3:22])[CH:20]=[N:4][C:3]=1[C:5]([O:7][CH2:8][CH3:9])=[O:6]. (2) Given the reactants Cl.O.[NH:3]1[CH2:8][CH2:7][C:6](=[O:9])[CH2:5][CH2:4]1.C(=O)([O-])[O-].[K+].[K+].Cl[C:17]([O:19][CH3:20])=[O:18], predict the reaction product. The product is: [O:9]=[C:6]1[CH2:7][CH2:8][N:3]([C:17]([O:19][CH3:20])=[O:18])[CH2:4][CH2:5]1. (3) Given the reactants [H-].[Na+].Cl[CH2:4][C:5]([NH:7][CH:8]([C:11]1[CH:16]=[CH:15][C:14]([F:17])=[C:13]([F:18])[CH:12]=1)[CH2:9][OH:10])=[O:6], predict the reaction product. The product is: [F:18][C:13]1[CH:12]=[C:11]([CH:8]2[NH:7][C:5](=[O:6])[CH2:4][O:10][CH2:9]2)[CH:16]=[CH:15][C:14]=1[F:17]. (4) Given the reactants [NH2:1][C:2]1[CH:7]=[CH:6][C:5]([P:8](=[O:11])([CH3:10])[CH3:9])=[CH:4][CH:3]=1.[Cl:12][C:13]1[N:18]=[C:17](Cl)[N:16]=[CH:15][N:14]=1, predict the reaction product. The product is: [Cl:12][C:13]1[N:18]=[CH:17][N:16]=[C:15]([NH:1][C:2]2[CH:3]=[CH:4][C:5]([P:8]([CH3:9])([CH3:10])=[O:11])=[CH:6][CH:7]=2)[N:14]=1.